From a dataset of Drug-target binding data from BindingDB using IC50 measurements. Regression. Given a target protein amino acid sequence and a drug SMILES string, predict the binding affinity score between them. We predict pIC50 (pIC50 = -log10(IC50 in M); higher means more potent). Dataset: bindingdb_ic50. The compound is COc1c(Cl)cccc1CN1CCCC12CCN(C(=O)OC(C(F)(F)F)C(F)(F)F)CC2. The target protein (O35678) has sequence MPEASSPRRTPQNVPYQDLPHLVNADGQYLFCRYWKPSGTPKALIFVSHGAGEHCGRYDELAHMLKGLDMLVFAHDHVGHGQSEGERMVVSDFQVFVRDVLQHVDTIQKDYPDVPIFLLGHSMGGAISILVAAERPTYFSGMVLISPLVLANPESASTLKVLAAKLLNFVLPNMTLGRIDSSVLSRNKSEVDLYNSDPLVCRAGLKVCFGIQLLNAVARVERAMPRLTLPFLLLQGSADRLCDSKGAYLLMESSRSQDKTLKMYEGAYHVLHRELPEVTNSVLHEVNSWVSHRIAAAGAGCPP. The pIC50 is 7.0.